This data is from CYP2C9 inhibition data for predicting drug metabolism from PubChem BioAssay. The task is: Regression/Classification. Given a drug SMILES string, predict its absorption, distribution, metabolism, or excretion properties. Task type varies by dataset: regression for continuous measurements (e.g., permeability, clearance, half-life) or binary classification for categorical outcomes (e.g., BBB penetration, CYP inhibition). Dataset: cyp2c9_veith. The result is 0 (non-inhibitor). The compound is C[C@@H](O)COc1ccc([As](=O)(O)O)cc1N.